This data is from Peptide-MHC class II binding affinity with 134,281 pairs from IEDB. The task is: Regression. Given a peptide amino acid sequence and an MHC pseudo amino acid sequence, predict their binding affinity value. This is MHC class II binding data. (1) The peptide sequence is GEGQIVDKIDAAFKI. The MHC is DRB1_1501 with pseudo-sequence DRB1_1501. The binding affinity (normalized) is 0.598. (2) The peptide sequence is RSAGELELQFRRVKC. The MHC is DRB1_1101 with pseudo-sequence DRB1_1101. The binding affinity (normalized) is 0.356.